This data is from Full USPTO retrosynthesis dataset with 1.9M reactions from patents (1976-2016). The task is: Predict the reactants needed to synthesize the given product. (1) Given the product [Cl:1][C:2]1[C:3]([C:23]2[N:27]3[CH:28]=[CH:29][CH:30]=[C:31]([F:32])[C:26]3=[N:25][CH:24]=2)=[N:4][C:5]([NH:8][C:9]2[CH:14]=[CH:13][C:12]([CH:15]3[CH2:20][CH2:19][N:18]([CH2:89][C:90]([N:92]([CH3:94])[CH3:93])=[O:91])[CH2:17][CH2:16]3)=[CH:11][C:10]=2[O:21][CH3:22])=[N:6][CH:7]=1, predict the reactants needed to synthesize it. The reactants are: [Cl:1][C:2]1[C:3]([C:23]2[N:27]3[CH:28]=[CH:29][CH:30]=[C:31]([F:32])[C:26]3=[N:25][CH:24]=2)=[N:4][C:5]([NH:8][C:9]2[CH:14]=[CH:13][C:12]([CH:15]3[CH2:20][CH2:19][NH:18][CH2:17][CH2:16]3)=[CH:11][C:10]=2[O:21][CH3:22])=[N:6][CH:7]=1.ClC1C(C2N3C=CC=CC3=NC=2)=NC(NC2C=CC(C3CCNCC3)=CC=2OC)=NC=1.ClC1N=C(C2N3C=CC=C(F)C3=NC=2)C(Cl)=CN=1.C(=O)([O-])[O-].[Cs+].[Cs+].Cl[CH2:89][C:90]([N:92]([CH3:94])[CH3:93])=[O:91]. (2) Given the product [N:27]1[C:19]([NH:18][C@H:16]([C:8]2[N:7]([C@@H:3]3[CH2:4][CH2:5][CH2:6][N:1]([CH2:29][CH2:30][OH:31])[CH2:2]3)[C:11]3[CH:12]=[CH:13][CH:14]=[CH:15][C:10]=3[N:9]=2)[CH3:17])=[C:20]2[C:24]([NH:23][CH:22]=[N:21]2)=[N:25][CH:26]=1, predict the reactants needed to synthesize it. The reactants are: [NH:1]1[CH2:6][CH2:5][CH2:4][C@@H:3]([N:7]2[C:11]3[CH:12]=[CH:13][CH:14]=[CH:15][C:10]=3[N:9]=[C:8]2[C@@H:16]([NH:18][C:19]2[N:27]=[CH:26][N:25]=[C:24]3[C:20]=2[N:21]=[CH:22][NH:23]3)[CH3:17])[CH2:2]1.Br[CH2:29][CH2:30][OH:31].CCN(C(C)C)C(C)C. (3) Given the product [CH3:1][N:2]([CH3:23])[C:3](=[O:22])[CH2:4][N:5]([CH3:21])[C:6]([C:8]1[S:9][C:10]2[N:11]=[CH:12][N:13]=[C:14]([NH:35][C:27]3[CH:28]=[C:29]4[C:33](=[CH:34][C:26]=3[O:25][CH3:24])[NH:32][N:31]=[CH:30]4)[C:15]=2[N:16]=1)=[O:7], predict the reactants needed to synthesize it. The reactants are: [CH3:1][N:2]([CH3:23])[C:3](=[O:22])[CH2:4][N:5]([CH3:21])[C:6]([C:8]1[S:9][C:10]2[N:11]=[CH:12][N:13]=[C:14](S(C)(=O)=O)[C:15]=2[N:16]=1)=[O:7].[CH3:24][O:25][C:26]1[CH:34]=[C:33]2[C:29]([CH:30]=[N:31][NH:32]2)=[CH:28][C:27]=1[NH2:35]. (4) Given the product [CH3:29][N:30]([CH2:31][C:32]1[CH:37]=[CH:36][CH:35]=[CH:34][CH:33]=1)[C:24]([C:20]1[N:21]([CH3:23])[CH:22]=[C:18]([NH:17][C:15]([C:10]2[C:9]([C:6]3[CH:5]=[CH:4][C:3]([C:2]([F:1])([F:27])[F:28])=[CH:8][CH:7]=3)=[CH:14][CH:13]=[CH:12][CH:11]=2)=[O:16])[CH:19]=1)=[O:25], predict the reactants needed to synthesize it. The reactants are: [F:1][C:2]([F:28])([F:27])[C:3]1[CH:8]=[CH:7][C:6]([C:9]2[C:10]([C:15]([NH:17][C:18]3[CH:19]=[C:20]([C:24](O)=[O:25])[N:21]([CH3:23])[CH:22]=3)=[O:16])=[CH:11][CH:12]=[CH:13][CH:14]=2)=[CH:5][CH:4]=1.[CH3:29][NH:30][CH2:31][C:32]1[CH:37]=[CH:36][CH:35]=[CH:34][CH:33]=1.CN(C(ON1N=NC2C=CC=CC1=2)=[N+](C)C)C.[B-](F)(F)(F)F.C(N(CC)CC)C. (5) Given the product [OH:1][C@H:2]([C:13]1[CH:22]=[CH:21][C:16]2[C:17](=[O:20])[O:18][CH2:19][C:15]=2[C:14]=1[CH3:23])[CH2:3][N:4]1[CH2:9][CH2:8][CH:7]([CH2:10][N:11]([CH3:12])[C:25]2[N:30]=[CH:29][C:28]([C:31]#[N:32])=[CH:27][CH:26]=2)[CH2:6][CH2:5]1, predict the reactants needed to synthesize it. The reactants are: [OH:1][C@H:2]([C:13]1[CH:22]=[CH:21][C:16]2[C:17](=[O:20])[O:18][CH2:19][C:15]=2[C:14]=1[CH3:23])[CH2:3][N:4]1[CH2:9][CH2:8][CH:7]([CH2:10][NH:11][CH3:12])[CH2:6][CH2:5]1.Cl[C:25]1[N:30]=[CH:29][C:28]([C:31]#[N:32])=[CH:27][CH:26]=1.CCN(C(C)C)C(C)C. (6) Given the product [OH:43][CH2:40][C:41]([N:37]1[CH2:38][CH2:39][C@@H:35]([O:34][C:29]2[CH:28]=[CH:27][C:26]([C:22]3[N:21]=[C:20]([NH:19][C:5]4[CH:6]=[CH:7][C:8]([N:9]5[CH2:10][CH2:11][N:12]([CH:15]6[CH2:16][O:17][CH2:18]6)[CH2:13][CH2:14]5)=[C:3]([O:2][CH3:1])[CH:4]=4)[N:25]=[CH:24][N:23]=3)=[CH:33][C:30]=2[C:31]#[N:32])[CH2:36]1)=[O:42], predict the reactants needed to synthesize it. The reactants are: [CH3:1][O:2][C:3]1[CH:4]=[C:5]([NH:19][C:20]2[N:25]=[CH:24][N:23]=[C:22]([C:26]3[CH:27]=[CH:28][C:29]([O:34][C@@H:35]4[CH2:39][CH2:38][NH:37][CH2:36]4)=[C:30]([CH:33]=3)[C:31]#[N:32])[N:21]=2)[CH:6]=[CH:7][C:8]=1[N:9]1[CH2:14][CH2:13][N:12]([CH:15]2[CH2:18][O:17][CH2:16]2)[CH2:11][CH2:10]1.[C:40](O)(=[O:43])[CH2:41][OH:42].C(N(CC)C(C)C)(C)C.CN(C(ON1N=NC2C=CC=NC1=2)=[N+](C)C)C.F[P-](F)(F)(F)(F)F. (7) Given the product [Cl:20][C:13]1[C:12]([N:9]2[C:10]([CH3:11])=[C:6]([C:4]([OH:5])=[O:3])[CH:7]=[N:8]2)=[CH:17][C:16]([CH2:18][CH3:19])=[CH:15][N:14]=1, predict the reactants needed to synthesize it. The reactants are: C([O:3][C:4]([C:6]1[CH:7]=[N:8][N:9]([C:12]2[C:13]([Cl:20])=[N:14][CH:15]=[C:16]([CH2:18][CH3:19])[CH:17]=2)[C:10]=1[CH3:11])=[O:5])C.[OH-].[Na+].C(O)C.Cl.